From a dataset of Reaction yield outcomes from USPTO patents with 853,638 reactions. Predict the reaction yield, written as a fraction of the theoretical maximum amount of product (1.0 means a 100% yield; for example, 0.34 means a 34% yield). (1) The product is [N:1]1([C:13]2[N:14]=[C:15]([N:32]3[CH2:33][CH2:34][O:35][CH2:36][CH2:37]3)[C:16]3[S:21][C:20]([CH2:22][N:23]4[CH2:24][CH2:25][CH:26]([N:29]([CH3:31])[CH3:30])[CH2:27][CH2:28]4)=[CH:19][C:17]=3[N:18]=2)[C:9]2[C:4](=[CH:5][CH:6]=[CH:7][CH:8]=2)[CH:3]=[N:2]1. The catalyst is CN(C=O)C.O. The yield is 0.490. The reactants are [NH:1]1[C:9]2[C:4](=[CH:5][CH:6]=[CH:7][CH:8]=2)[CH:3]=[N:2]1.[H-].[Na+].Cl[C:13]1[N:14]=[C:15]([N:32]2[CH2:37][CH2:36][O:35][CH2:34][CH2:33]2)[C:16]2[S:21][C:20]([CH2:22][N:23]3[CH2:28][CH2:27][CH:26]([N:29]([CH3:31])[CH3:30])[CH2:25][CH2:24]3)=[CH:19][C:17]=2[N:18]=1. (2) The reactants are [Cl:1][C:2]1[C:3]([NH2:12])=[C:4]([NH:8][CH:9]([CH3:11])[CH3:10])[N:5]=[N:6][CH:7]=1.[CH:13](OCC)(OCC)OCC. No catalyst specified. The product is [Cl:1][C:2]1[C:3]2[N:12]=[CH:13][N:8]([CH:9]([CH3:10])[CH3:11])[C:4]=2[N:5]=[N:6][CH:7]=1. The yield is 0.760. (3) The reactants are [Cl:1][C:2]1[CH:3]=[C:4]2[C:8](=[CH:9][CH:10]=1)[NH:7][CH:6]=[C:5]2[CH2:11]N(C)C.[C-:15]#[N:16].[K+]. The catalyst is CN(C)C=O.O. The product is [Cl:1][C:2]1[CH:3]=[C:4]2[C:8](=[CH:9][CH:10]=1)[NH:7][CH:6]=[C:5]2[CH2:11][C:15]#[N:16]. The yield is 0.630. (4) The reactants are [OH:1][C:2]1[C:7]([N+:8]([O-:10])=[O:9])=[CH:6][CH:5]=[CH:4][N:3]=1.[F:11][C:12]1[CH:17]=[CH:16][C:15](B(O)O)=[CH:14][CH:13]=1.N1C=CC=CC=1.O. The catalyst is O1CCOCC1.C([O-])(=O)C.[Cu+2].C([O-])(=O)C. The product is [F:11][C:12]1[CH:17]=[CH:16][C:15]([N:3]2[CH:4]=[CH:5][CH:6]=[C:7]([N+:8]([O-:10])=[O:9])[C:2]2=[O:1])=[CH:14][CH:13]=1. The yield is 0.870. (5) The reactants are [C:1]([O:5][C:6]([NH:8][CH:9]([C:21]1[CH:26]=[CH:25][C:24]([CH3:27])=[CH:23][CH:22]=1)[C:10]([O:12][C@@H:13]1[CH:18]2[CH2:19][CH2:20][N:15]([CH2:16][CH2:17]2)[CH2:14]1)=[O:11])=[O:7])([CH3:4])([CH3:3])[CH3:2].[Br:28][CH2:29][C:30]([C:32]1[CH:37]=[CH:36][CH:35]=[CH:34][CH:33]=1)=[O:31]. The catalyst is CCOC(C)=O. The yield is 0.620. The product is [Br-:28].[C:1]([O:5][C:6]([NH:8][CH:9]([C:21]1[CH:26]=[CH:25][C:24]([CH3:27])=[CH:23][CH:22]=1)[C:10]([O:12][C@@H:13]1[CH:18]2[CH2:17][CH2:16][N+:15]([CH2:29][C:30](=[O:31])[C:32]3[CH:37]=[CH:36][CH:35]=[CH:34][CH:33]=3)([CH2:20][CH2:19]2)[CH2:14]1)=[O:11])=[O:7])([CH3:4])([CH3:3])[CH3:2]. (6) The reactants are [Cl:1][C:2]1[S:6][C:5]([C@@H:7]2[CH2:9][C@H:8]2[CH:10]([NH:12][O:13][CH3:14])[CH3:11])=[CH:4][CH:3]=1.C(N(CC)CC)C.[F:22][CH:23]([F:33])[C:24]1[C:28]([C:29](Cl)=[O:30])=[CH:27][N:26]([CH3:32])[N:25]=1. The catalyst is ClCCl.O. The product is [Cl:1][C:2]1[S:6][C:5]([C@@H:7]2[CH2:9][C@H:8]2[CH:10]([N:12]([O:13][CH3:14])[C:29]([C:28]2[C:24]([CH:23]([F:33])[F:22])=[N:25][N:26]([CH3:32])[CH:27]=2)=[O:30])[CH3:11])=[CH:4][CH:3]=1. The yield is 0.970. (7) The reactants are Br[C:2]1[CH:3]=[C:4]([N:13]([CH2:20][CH3:21])[CH:14]2[CH2:19][CH2:18][O:17][CH2:16][CH2:15]2)[C:5]([CH3:12])=[C:6]([CH:11]=1)[C:7]([O:9][CH3:10])=[O:8].[C:22]([CH:24]1[CH2:29][CH2:28][N:27]([C:30]([O:32][C:33]([CH3:36])([CH3:35])[CH3:34])=[O:31])[CH2:26][CH2:25]1)#[CH:23].C(N(CC)CC)C. The catalyst is CN(C=O)C.[Cu]I.C1C=CC([P]([Pd]([P](C2C=CC=CC=2)(C2C=CC=CC=2)C2C=CC=CC=2)([P](C2C=CC=CC=2)(C2C=CC=CC=2)C2C=CC=CC=2)[P](C2C=CC=CC=2)(C2C=CC=CC=2)C2C=CC=CC=2)(C2C=CC=CC=2)C2C=CC=CC=2)=CC=1. The product is [CH2:20]([N:13]([CH:14]1[CH2:19][CH2:18][O:17][CH2:16][CH2:15]1)[C:4]1[CH:3]=[C:2]([C:23]#[C:22][CH:24]2[CH2:25][CH2:26][N:27]([C:30]([O:32][C:33]([CH3:36])([CH3:35])[CH3:34])=[O:31])[CH2:28][CH2:29]2)[CH:11]=[C:6]([C:7]([O:9][CH3:10])=[O:8])[C:5]=1[CH3:12])[CH3:21]. The yield is 0.980.